From a dataset of Reaction yield outcomes from USPTO patents with 853,638 reactions. Predict the reaction yield, written as a fraction of the theoretical maximum amount of product (1.0 means a 100% yield; for example, 0.34 means a 34% yield). (1) The reactants are Cl.[NH2:2][C@:3]([CH3:24])([CH2:6][CH2:7][C:8]1[O:9][C:10]([C:13]#[C:14][CH2:15][CH2:16][O:17][CH:18]2[CH2:23][CH2:22][CH2:21][CH2:20][CH2:19]2)=[CH:11][CH:12]=1)[CH2:4][OH:5].O.C(=O)([O-])O.[K+].[CH2:31]([O:34][C:35](Cl)=[O:36])[CH:32]=[CH2:33]. The catalyst is C(OCC)(=O)C. The product is [CH2:31]([O:34][C:35]([NH:2][C@:3]([CH3:24])([CH2:6][CH2:7][C:8]1[O:9][C:10]([C:13]#[C:14][CH2:15][CH2:16][O:17][CH:18]2[CH2:19][CH2:20][CH2:21][CH2:22][CH2:23]2)=[CH:11][CH:12]=1)[CH2:4][OH:5])=[O:36])[CH:32]=[CH2:33]. The yield is 0.930. (2) The reactants are [CH3:1][C:2]([S@:5]([NH2:7])=[O:6])([CH3:4])[CH3:3].[CH:8](=O)[C:9]1[CH:14]=[CH:13][CH:12]=[CH:11][CH:10]=1. The catalyst is C(Cl)Cl.S([O-])([O-])(=O)=O.[Cu+2]. The product is [CH:8](=[N:7]/[S@@:5]([C:2]([CH3:4])([CH3:3])[CH3:1])=[O:6])\[C:9]1[CH:14]=[CH:13][CH:12]=[CH:11][CH:10]=1. The yield is 0.880. (3) The reactants are [Si:1]([N:18]1[C:21](=[O:22])[CH2:20][C@H:19]1[CH:23]=O)([C:14]([CH3:17])([CH3:16])[CH3:15])([C:8]1[CH:13]=[CH:12][CH:11]=[CH:10][CH:9]=1)[C:2]1[CH:7]=[CH:6][CH:5]=[CH:4][CH:3]=1.N1C=CC=CC=1.Cl.[CH3:32][O:33][NH2:34].CC(=O)OCC. The catalyst is C(O)C. The product is [CH3:32][O:33][N:34]=[CH:23][C@@H:19]1[CH2:20][C:21](=[O:22])[N:18]1[Si:1]([C:14]([CH3:15])([CH3:16])[CH3:17])([C:2]1[CH:7]=[CH:6][CH:5]=[CH:4][CH:3]=1)[C:8]1[CH:13]=[CH:12][CH:11]=[CH:10][CH:9]=1. The yield is 0.820. (4) The reactants are [C:1]([C:3]1[C:11]2[C:6](=[CH:7][C:8]([O:12][CH3:13])=[CH:9][CH:10]=2)[N:5]([CH2:14][CH3:15])[C:4]=1[C:16]1[CH:21]=[CH:20][C:19]([NH:22][S:23]([CH2:26][CH2:27][CH2:28]Cl)(=[O:25])=[O:24])=[CH:18][CH:17]=1)#[N:2].C([O-])([O-])=O.[K+].[K+]. The catalyst is CN(C=O)C.O. The product is [O:24]=[S:23]1(=[O:25])[CH2:26][CH2:27][CH2:28][N:22]1[C:19]1[CH:20]=[CH:21][C:16]([C:4]2[N:5]([CH2:14][CH3:15])[C:6]3[C:11]([C:3]=2[C:1]#[N:2])=[CH:10][CH:9]=[C:8]([O:12][CH3:13])[CH:7]=3)=[CH:17][CH:18]=1. The yield is 0.680. (5) The reactants are [CH2:1]([O:3][C:4]([C:6]1[CH2:11][C@H:10]([NH:12][CH2:13][CH:14]=[CH2:15])[C@@H:9]([NH2:16])[C@H:8]([O:17][CH:18]([CH2:21][CH3:22])[CH2:19][CH3:20])[CH:7]=1)=[O:5])[CH3:2].[C:23](O)(=[O:25])[CH3:24].CS(O)(=O)=O.C(OC(=O)C)(=O)C. The catalyst is COC(C)(C)C.CCCCCC.O. The product is [CH2:1]([O:3][C:4]([C:6]1[CH2:11][C@H:10]([NH:12][CH2:13][CH:14]=[CH2:15])[C@@H:9]([NH:16][C:23](=[O:25])[CH3:24])[C@H:8]([O:17][CH:18]([CH2:21][CH3:22])[CH2:19][CH3:20])[CH:7]=1)=[O:5])[CH3:2]. The yield is 0.830. (6) The reactants are [NH2:1][CH2:2][C:3]1[CH:17]=[CH:16][C:6]([CH2:7][NH:8][C:9](=[O:15])[O:10][C:11]([CH3:14])([CH3:13])[CH3:12])=[CH:5][CH:4]=1.[C:18]1(=[O:24])[O:23][C:21](=[O:22])[CH2:20][CH2:19]1. The catalyst is C(Cl)Cl.C(O)(=O)CC(CC(O)=O)(C(O)=O)O. The product is [C:11]([O:10][C:9]([NH:8][CH2:7][C:6]1[CH:16]=[CH:17][C:3]([CH2:2][NH:1][C:18](=[O:24])[CH2:19][CH2:20][C:21]([OH:23])=[O:22])=[CH:4][CH:5]=1)=[O:15])([CH3:12])([CH3:13])[CH3:14]. The yield is 0.720. (7) The reactants are [CH:1]1([C:6]2[CH:18]=[CH:17][C:9]([C:10]([O:12]C(C)(C)C)=[O:11])=[CH:8][CH:7]=2)[CH2:5][CH2:4][CH2:3][CH2:2]1.FC(F)(F)C(O)=O. The catalyst is ClCCl. The product is [CH:1]1([C:6]2[CH:7]=[CH:8][C:9]([C:10]([OH:12])=[O:11])=[CH:17][CH:18]=2)[CH2:2][CH2:3][CH2:4][CH2:5]1. The yield is 0.740. (8) The reactants are OCCN1CCNCC1.COC1C=CC(C[N:17](CC2C=CC(OC)=CC=2)[C:18]2[N:23]=[CH:22][C:21]([C:24]3[C:25]4[CH2:38][CH2:37][N:36]([C:39]5[S:40][CH:41]=[C:42]([C:44]([N:46]6[CH2:51][CH2:50][N:49]([CH2:52][CH2:53][OH:54])[CH2:48][CH2:47]6)=[O:45])[N:43]=5)[C:26]=4[N:27]=[C:28]([N:30]4[CH2:35][CH2:34][O:33][CH2:32][CH2:31]4)[N:29]=3)=[CH:20][N:19]=2)=CC=1. No catalyst specified. The product is [NH2:17][C:18]1[N:19]=[CH:20][C:21]([C:24]2[C:25]3[CH2:38][CH2:37][N:36]([C:39]4[S:40][CH:41]=[C:42]([C:44]([N:46]5[CH2:47][CH2:48][N:49]([CH2:52][CH2:53][OH:54])[CH2:50][CH2:51]5)=[O:45])[N:43]=4)[C:26]=3[N:27]=[C:28]([N:30]3[CH2:31][CH2:32][O:33][CH2:34][CH2:35]3)[N:29]=2)=[CH:22][N:23]=1. The yield is 0.290. (9) The reactants are [Br:1][C:2]1[CH:7]=[CH:6][CH:5]=[CH:4][C:3]=1/[CH:8]=[CH:9]/[C:10]1[CH:15]=[C:14]([Cl:16])[CH:13]=[CH:12][C:11]=1[OH:17].[CH:18]([N-:21][CH:22](C)C)(C)[CH3:19].[Li+].CCCCCCC.C1COCC1.O. The catalyst is O1CCCC1. The product is [CH3:22][N:21]1[CH2:18][CH2:19][C@@H:9]([C:10]2[CH:15]=[C:14]([Cl:16])[CH:13]=[CH:12][C:11]=2[OH:17])[C@@H:8]1[C:3]1[CH:4]=[CH:5][CH:6]=[CH:7][C:2]=1[Br:1]. The yield is 0.790. (10) The reactants are [Cl:1][C:2]1[CH:10]=[C:6]([C:7]([OH:9])=O)[C:5]([OH:11])=[CH:4][CH:3]=1.[F:12][C:13]1[CH:14]=[C:15]([CH:17]=[C:18]([C:20]([F:23])([F:22])[F:21])[CH:19]=1)[NH2:16]. No catalyst specified. The product is [Cl:1][C:2]1[CH:3]=[CH:4][C:5]([OH:11])=[C:6]([CH:10]=1)[C:7]([NH:16][C:15]1[CH:17]=[C:18]([C:20]([F:21])([F:22])[F:23])[CH:19]=[C:13]([F:12])[CH:14]=1)=[O:9]. The yield is 0.620.